Dataset: Reaction yield outcomes from USPTO patents with 853,638 reactions. Task: Predict the reaction yield, written as a fraction of the theoretical maximum amount of product (1.0 means a 100% yield; for example, 0.34 means a 34% yield). (1) The reactants are [Br:1][C:2]1[CH:7]=[CH:6][C:5]([Cl:8])=[C:4]([CH3:9])[C:3]=1[Cl:10].[Br:11]N1C(=O)CCC1=O. The catalyst is C(OOC(=O)C1C=CC=CC=1)(=O)C1C=CC=CC=1. The product is [Br:1][C:2]1[CH:7]=[CH:6][C:5]([Cl:8])=[C:4]([CH2:9][Br:11])[C:3]=1[Cl:10]. The yield is 0.990. (2) The reactants are [Cl-].O[NH3+:3].[C:4](=[O:7])([O-])[OH:5].[Na+].CS(C)=O.[CH2:13]([CH:15]([O:20][C@H:21]1[CH2:26][CH2:25][C@H:24]([N:27]2[C:32](=[O:33])[C:31]([CH2:34][C:35]3[CH:40]=[CH:39][C:38]([C:41]4[C:42]([C:47]#[N:48])=[CH:43][CH:44]=[CH:45][CH:46]=4)=[CH:37][CH:36]=3)=[C:30]([CH2:49][CH2:50][CH3:51])[N:29]3[N:52]=[C:53]([CH3:55])[N:54]=[C:28]23)[CH2:23][CH2:22]1)[C:16]([OH:19])([CH3:18])[CH3:17])[CH3:14]. The catalyst is O. The product is [CH2:13]([CH:15]([O:20][C@H:21]1[CH2:26][CH2:25][C@H:24]([N:27]2[C:32](=[O:33])[C:31]([CH2:34][C:35]3[CH:36]=[CH:37][C:38]([C:41]4[CH:46]=[CH:45][CH:44]=[CH:43][C:42]=4[C:47]4[NH:3][C:4](=[O:7])[O:5][N:48]=4)=[CH:39][CH:40]=3)=[C:30]([CH2:49][CH2:50][CH3:51])[N:29]3[N:52]=[C:53]([CH3:55])[N:54]=[C:28]23)[CH2:23][CH2:22]1)[C:16]([OH:19])([CH3:17])[CH3:18])[CH3:14]. The yield is 0.600. (3) The product is [CH2:1]([O:8][C:9]1[CH:10]=[C:11]2[C:16](=[CH:17][CH:18]=1)[CH2:15][CH:14]([C:19]([C:21]1[O:22][C:23]([C:26]3[N:31]=[C:30]([C:32]([OH:34])=[O:33])[CH:29]=[CH:28][CH:27]=3)=[CH:24][N:25]=1)=[O:20])[CH2:13][CH2:12]2)[C:2]1[CH:3]=[CH:4][CH:5]=[CH:6][CH:7]=1. The reactants are [CH2:1]([O:8][C:9]1[CH:10]=[C:11]2[C:16](=[CH:17][CH:18]=1)[CH2:15][CH:14]([C:19]([C:21]1[O:22][C:23]([C:26]3[N:31]=[C:30]([C:32]([O:34]C)=[O:33])[CH:29]=[CH:28][CH:27]=3)=[CH:24][N:25]=1)=[O:20])[CH2:13][CH2:12]2)[C:2]1[CH:7]=[CH:6][CH:5]=[CH:4][CH:3]=1. The catalyst is CO.C(Cl)Cl. The yield is 0.750.